Dataset: Peptide-MHC class I binding affinity with 185,985 pairs from IEDB/IMGT. Task: Regression. Given a peptide amino acid sequence and an MHC pseudo amino acid sequence, predict their binding affinity value. This is MHC class I binding data. (1) The peptide sequence is ATPYDINQML. The MHC is HLA-B44:03 with pseudo-sequence HLA-B44:03. The binding affinity (normalized) is 0. (2) The peptide sequence is YLVSIFLHL. The MHC is HLA-A32:01 with pseudo-sequence HLA-A32:01. The binding affinity (normalized) is 0.0911. (3) The peptide sequence is YMGLVKKAK. The MHC is HLA-B40:01 with pseudo-sequence HLA-B40:01. The binding affinity (normalized) is 0.0847. (4) The peptide sequence is FIKDRATAV. The MHC is HLA-A02:19 with pseudo-sequence HLA-A02:19. The binding affinity (normalized) is 0.0847. (5) The peptide sequence is FPYSTFPII. The MHC is Mamu-B17 with pseudo-sequence Mamu-B17. The binding affinity (normalized) is 0.232.